This data is from Full USPTO retrosynthesis dataset with 1.9M reactions from patents (1976-2016). The task is: Predict the reactants needed to synthesize the given product. (1) Given the product [Cl-:34].[CH2:13]([O:12][C:9]1[CH:10]=[CH:11][C:6]([CH2:5][C@H:4]([NH3+:30])[C:3]([O:2][CH3:1])=[O:33])=[CH:7][C:8]=1[O:20][C:21](=[O:24])[NH:22][CH3:23])[C:14]1[CH:19]=[CH:18][CH:17]=[CH:16][CH:15]=1, predict the reactants needed to synthesize it. The reactants are: [CH3:1][O:2][C:3](=[O:33])[C@@:4]([N:30]=C=O)(OC(C)(C)C)[CH2:5][C:6]1[CH:11]=[CH:10][C:9]([O:12][CH2:13][C:14]2[CH:19]=[CH:18][CH:17]=[CH:16][CH:15]=2)=[C:8]([O:20][C:21](=[O:24])[NH:22][CH3:23])[CH:7]=1.[ClH:34].C(OCC)C. (2) Given the product [CH2:3]([CH2:15][NH2:16])[CH2:4][C:5]([P:7]([O-:9])([OH:10])=[O:8])([P:11]([OH:14])([OH:13])=[O:12])[OH:6].[Na+:2], predict the reactants needed to synthesize it. The reactants are: [OH-].[Na+:2].[CH2:3]([CH2:15][NH2:16])[CH2:4][C:5]([P:11]([OH:14])([OH:13])=[O:12])([P:7]([OH:10])([OH:9])=[O:8])[OH:6].O. (3) Given the product [CH3:1][O:2][C:3]1[CH:8]=[C:7]([B:9]2[O:13][C:12]([CH3:14])([CH3:15])[C:11]([CH3:17])([CH3:16])[O:10]2)[CH:6]=[CH:5][C:4]=1[N:18]1[CH2:19][CH2:20][NH:21][CH2:22][CH2:23]1, predict the reactants needed to synthesize it. The reactants are: [CH3:1][O:2][C:3]1[CH:8]=[C:7]([B:9]2[O:13][C:12]([CH3:15])([CH3:14])[C:11]([CH3:17])([CH3:16])[O:10]2)[CH:6]=[CH:5][C:4]=1[N:18]1[CH2:23][CH2:22][N:21](C(OC(C)(C)C)=O)[CH2:20][CH2:19]1.C(O)(C(F)(F)F)=O.